Dataset: Forward reaction prediction with 1.9M reactions from USPTO patents (1976-2016). Task: Predict the product of the given reaction. (1) Given the reactants [CH2:1]([O:3][C:4]([C:6]1[N:7]=[C:8]([C:12]2[CH:17]=[CH:16][CH:15]=[CH:14][CH:13]=2)[S:9][C:10]=1[CH3:11])=[O:5])[CH3:2].[Br:18]N1C(=O)CCC1=O.C(OOC(=O)C1C=CC=CC=1)(=O)C1C=CC=CC=1, predict the reaction product. The product is: [CH2:1]([O:3][C:4]([C:6]1[N:7]=[C:8]([C:12]2[CH:17]=[CH:16][CH:15]=[CH:14][CH:13]=2)[S:9][C:10]=1[CH2:11][Br:18])=[O:5])[CH3:2]. (2) Given the reactants C(NC(C)C)(C)C.C([Li])CCC.[CH3:13][O:14][C:15]1[CH:31]=[CH:30][C:18]([C:19]([N:21]([CH3:29])[CH2:22][C:23]2[CH:28]=[CH:27][N:26]=[CH:25][CH:24]=2)=O)=[CH:17][CH:16]=1.[C:32](#[N:39])[C:33]1[CH:38]=[CH:37][CH:36]=[CH:35][CH:34]=1.[NH4+].[Cl-], predict the reaction product. The product is: [CH3:29][N:21]1[C:22]([C:23]2[CH:28]=[CH:27][N:26]=[CH:25][CH:24]=2)=[C:32]([C:33]2[CH:38]=[CH:37][CH:36]=[CH:35][CH:34]=2)[N:39]=[C:19]1[C:18]1[CH:30]=[CH:31][C:15]([O:14][CH3:13])=[CH:16][CH:17]=1. (3) Given the reactants [F:1][C:2]([F:32])([F:31])[C:3]1[C:4]([C:10]2[CH:19]=[CH:18][C:17]3[C:12](=[N:13][CH:14]=[CH:15][C:16]=3[NH:20][C:21]3[CH:26]=[CH:25][C:24]([C:27]([F:30])([F:29])[F:28])=[CH:23][N:22]=3)[N:11]=2)=[N:5][C:6](O)=[N:7][CH:8]=1.O=P(Cl)(Cl)[Cl:35], predict the reaction product. The product is: [Cl:35][C:6]1[N:5]=[C:4]([C:10]2[N:11]=[C:12]3[C:17]([C:16]([NH:20][C:21]4[CH:26]=[CH:25][C:24]([C:27]([F:30])([F:29])[F:28])=[CH:23][N:22]=4)=[CH:15][CH:14]=[N:13]3)=[CH:18][CH:19]=2)[C:3]([C:2]([F:32])([F:31])[F:1])=[CH:8][N:7]=1. (4) Given the reactants C[O:2][C:3](=[O:38])[CH2:4][NH:5][S:6]([C:9]1[CH:14]=[CH:13][C:12]([CH2:15][N:16]2[C:25]([C:26](=[O:29])[CH2:27][CH3:28])=[C:24]([C:30]3[CH:35]=[CH:34][CH:33]=[CH:32][CH:31]=3)[C:23]3[C:18](=[CH:19][CH:20]=[C:21]([Br:36])[CH:22]=3)[C:17]2=[O:37])=[CH:11][CH:10]=1)(=[O:8])=[O:7].CO.[OH-].[Na+].Cl, predict the reaction product. The product is: [Br:36][C:21]1[CH:22]=[C:23]2[C:18](=[CH:19][CH:20]=1)[C:17](=[O:37])[N:16]([CH2:15][C:12]1[CH:13]=[CH:14][C:9]([S:6]([NH:5][CH2:4][C:3]([OH:38])=[O:2])(=[O:8])=[O:7])=[CH:10][CH:11]=1)[C:25]([C:26](=[O:29])[CH2:27][CH3:28])=[C:24]2[C:30]1[CH:31]=[CH:32][CH:33]=[CH:34][CH:35]=1. (5) Given the reactants [BH4-].[Na+].CO.[CH3:5][O:6][C:7](=[O:32])[CH2:8][O:9][CH2:10][CH2:11][CH2:12][CH2:13][N:14]1[C@@H:19](/[CH:20]=[CH:21]/[C:22](=[O:30])[CH2:23][C:24]2[CH:29]=[CH:28][CH:27]=[CH:26][CH:25]=2)[CH2:18][CH2:17][CH2:16][C:15]1=[O:31], predict the reaction product. The product is: [CH3:5][O:6][C:7](=[O:32])[CH2:8][O:9][CH2:10][CH2:11][CH2:12][CH2:13][N:14]1[C:15](=[O:31])[CH2:16][CH2:17][CH2:18][C@@H:19]1/[CH:20]=[CH:21]/[CH:22]([OH:30])[CH2:23][C:24]1[CH:29]=[CH:28][CH:27]=[CH:26][CH:25]=1. (6) Given the reactants [C:1]([O:5][C:6]([NH:8][C@:9]1([C:14]([O:16][CH2:17][CH3:18])=[O:15])[CH2:11][C@H:10]1[CH:12]=[CH2:13])=[O:7])([CH3:4])([CH3:3])[CH3:2].B1C2CCCC1CCC2.[Na].[OH:29]O, predict the reaction product. The product is: [C:1]([O:5][C:6]([NH:8][C@:9]1([C:14]([O:16][CH2:17][CH3:18])=[O:15])[CH2:11][C@H:10]1[CH2:12][CH2:13][OH:29])=[O:7])([CH3:4])([CH3:2])[CH3:3]. (7) Given the reactants [CH3:1][C@:2]12[C@@:19]3([CH3:20])[C@@H:10]([C@:11]4([CH3:32])[C@@H:16]([CH2:17][CH2:18]3)[C:15]([CH3:22])([CH3:21])[C:14]([C:23]3[CH:31]=[CH:30][C:26]([C:27]([OH:29])=[O:28])=[CH:25][CH:24]=3)=[CH:13][CH2:12]4)[CH2:9][CH2:8][C@@H:7]1[C@H:6]1[C@H:33]([C:36]([CH3:38])=[CH2:37])[CH2:34][CH2:35][C@:5]1([NH:39][CH2:40][CH2:41][NH:42]C1C=NC=CC=1)[CH2:4][CH2:3]2.Cl.Br[C:51]1[CH:56]=[CH:55][N:54]=[CH:53][CH:52]=1.CC(C)([O-])C.[Na+].C(O)(C(F)(F)F)=O, predict the reaction product. The product is: [CH3:1][C@:2]12[C@@:19]3([CH3:20])[C@@H:10]([C@:11]4([CH3:32])[C@@H:16]([CH2:17][CH2:18]3)[C:15]([CH3:21])([CH3:22])[C:14]([C:23]3[CH:31]=[CH:30][C:26]([C:27]([OH:29])=[O:28])=[CH:25][CH:24]=3)=[CH:13][CH2:12]4)[CH2:9][CH2:8][C@@H:7]1[C@H:6]1[C@H:33]([C:36]([CH3:38])=[CH2:37])[CH2:34][CH2:35][C@:5]1([NH:39][CH2:40][CH2:41][NH:42][C:51]1[CH:56]=[CH:55][N:54]=[CH:53][CH:52]=1)[CH2:4][CH2:3]2. (8) The product is: [OH:33][CH:34]1[CH2:39][CH2:38][CH2:37][N:36]([C:20]2[CH:28]=[CH:27][C:26]([S:29]([CH3:32])(=[O:31])=[O:30])=[CH:25][C:21]=2[C:22]([OH:24])=[O:23])[CH2:35]1. Given the reactants CS(C1C=CC(N2CCCC2)=C(C=1)C(O)=O)(=O)=O.Cl[C:20]1[CH:28]=[CH:27][C:26]([S:29]([CH3:32])(=[O:31])=[O:30])=[CH:25][C:21]=1[C:22]([OH:24])=[O:23].[OH:33][CH:34]1[CH2:39][CH2:38][CH2:37][NH:36][CH2:35]1, predict the reaction product.